From a dataset of Catalyst prediction with 721,799 reactions and 888 catalyst types from USPTO. Predict which catalyst facilitates the given reaction. (1) Reactant: [Cl:1][C:2]1[CH:7]=[CH:6][C:5]([C:8]2[N:12]([CH:13]([CH:17]3[CH2:22][CH2:21][CH2:20][CH2:19][CH2:18]3)[C:14](O)=[O:15])[C:11]3[CH:23]=[C:24]([F:28])[C:25]([F:27])=[CH:26][C:10]=3[N:9]=2)=[CH:4][CH:3]=1.[Cl-].[NH4+].C([N:33](C(C)C)C(C)C)C.O.ON1C2C=CC=CC=2N=N1.Cl.CN(C)CCCN=C=NCC. Product: [Cl:1][C:2]1[CH:3]=[CH:4][C:5]([C:8]2[N:12]([CH:13]([CH:17]3[CH2:18][CH2:19][CH2:20][CH2:21][CH2:22]3)[C:14]([NH2:33])=[O:15])[C:11]3[CH:23]=[C:24]([F:28])[C:25]([F:27])=[CH:26][C:10]=3[N:9]=2)=[CH:6][CH:7]=1. The catalyst class is: 9. (2) Reactant: [Cl:1][C:2]1[N:3]=[CH:4][C:5]([I:12])=[C:6]2[C:10]([CH3:11])=[CH:9][NH:8][C:7]=12.[H-].[Na+].[C:15](O[C:15]([O:17][C:18]([CH3:21])([CH3:20])[CH3:19])=[O:16])([O:17][C:18]([CH3:21])([CH3:20])[CH3:19])=[O:16]. Product: [C:18]([O:17][C:15]([N:8]1[C:7]2=[C:2]([Cl:1])[N:3]=[CH:4][C:5]([I:12])=[C:6]2[C:10]([CH3:11])=[CH:9]1)=[O:16])([CH3:21])([CH3:20])[CH3:19]. The catalyst class is: 7. (3) Reactant: [OH:1][CH:2]1[CH2:8][CH2:7][CH2:6][N:5]([C:9]([O:11][CH2:12][C:13]2[CH:18]=[CH:17][CH:16]=[CH:15][CH:14]=2)=[O:10])[CH2:4][CH2:3]1.[CH3:19][S:20](Cl)(=[O:22])=[O:21]. Product: [CH3:19][S:20]([O:1][CH:2]1[CH2:8][CH2:7][CH2:6][N:5]([C:9]([O:11][CH2:12][C:13]2[CH:18]=[CH:17][CH:16]=[CH:15][CH:14]=2)=[O:10])[CH2:4][CH2:3]1)(=[O:22])=[O:21]. The catalyst class is: 2. (4) Reactant: [C:1]([O:5][CH3:6])(=[O:4])[CH2:2][SH:3].C(N(CC)CC)C.[Br:14][C:15]1[CH:22]=[CH:21][CH:20]=[C:19](F)[C:16]=1[CH:17]=O. Product: [Br:14][C:15]1[C:16]2[CH:17]=[C:2]([C:1]([O:5][CH3:6])=[O:4])[S:3][C:19]=2[CH:20]=[CH:21][CH:22]=1. The catalyst class is: 9. (5) Reactant: [CH2:1]([C:3]1[S:28][C:6]2[N:7]([CH2:13][C:14]3[CH:19]=[CH:18][C:17]([C:20]4[C:21]([C:26]#[N:27])=[CH:22][CH:23]=[CH:24][CH:25]=4)=[CH:16][CH:15]=3)[C:8](=[O:12])[NH:9][C:10](=[O:11])[C:5]=2[CH:4]=1)[CH3:2].Br[CH2:30][C:31]([C:33]1[CH:38]=[CH:37][C:36]([CH2:39][CH3:40])=[CH:35][CH:34]=1)=[O:32].CN(C)C=O.[H-].[Na+]. Product: [CH2:1]([C:3]1[S:28][C:6]2[N:7]([CH2:13][C:14]3[CH:19]=[CH:18][C:17]([C:20]4[C:21]([C:26]#[N:27])=[CH:22][CH:23]=[CH:24][CH:25]=4)=[CH:16][CH:15]=3)[C:8](=[O:12])[N:9]([CH2:30][C:31]([C:33]3[CH:38]=[CH:37][C:36]([CH2:39][CH3:40])=[CH:35][CH:34]=3)=[O:32])[C:10](=[O:11])[C:5]=2[CH:4]=1)[CH3:2]. The catalyst class is: 13. (6) Reactant: [CH3:1][O:2][C:3]([C:5]1[C:14]([OH:15])=[C:13]2[C:8]([CH:9]=[CH:10][C:11](=[O:23])[N:12]2[CH2:16][C:17]2[CH:22]=[CH:21][CH:20]=[CH:19][CH:18]=2)=[C:7](I)[N:6]=1)=[O:4].[C:25]([Cu])#[N:26].C(Cl)Cl.Cl. Product: [CH3:1][O:2][C:3]([C:5]1[C:14]([OH:15])=[C:13]2[C:8]([CH:9]=[CH:10][C:11](=[O:23])[N:12]2[CH2:16][C:17]2[CH:22]=[CH:21][CH:20]=[CH:19][CH:18]=2)=[C:7]([C:25]#[N:26])[N:6]=1)=[O:4]. The catalyst class is: 3.